Dataset: Forward reaction prediction with 1.9M reactions from USPTO patents (1976-2016). Task: Predict the product of the given reaction. The product is: [C:31]([C:26]1[CH:27]=[CH:28][CH:29]=[CH:30][C:25]=1[O:24][C:7]1[CH:6]=[N:5][N:4]([CH:9]2[CH2:14][CH2:13][CH2:12][CH2:11][O:10]2)[C:3](=[O:15])[C:2]=1[Cl:1])(=[O:33])[CH3:32]. Given the reactants [Cl:1][C:2]1[C:3](=[O:15])[N:4]([CH:9]2[CH2:14][CH2:13][CH2:12][CH2:11][O:10]2)[N:5]=[CH:6][C:7]=1Cl.C(=O)([O-])[O-].[K+].[K+].[I-].[K+].[OH:24][C:25]1[CH:30]=[CH:29][CH:28]=[CH:27][C:26]=1[C:31](=[O:33])[CH3:32], predict the reaction product.